Dataset: Full USPTO retrosynthesis dataset with 1.9M reactions from patents (1976-2016). Task: Predict the reactants needed to synthesize the given product. (1) Given the product [F:42][CH:4]([F:3])[O:5][C:6]1[CH:11]=[CH:10][CH:9]=[CH:8][C:7]=1[CH2:12][C:13]1[N:17]2[CH:18]=[C:19]([C:23]3[CH:24]=[N:25][C:26]([N:29]4[CH2:35][CH2:34][CH:33]5[C:31]([C:36]([O-:38])=[O:37])([CH2:32]5)[CH2:30]4)=[N:27][CH:28]=3)[C:20]([F:22])=[CH:21][C:16]2=[N:15][C:14]=1[CH3:41].[Na+:2], predict the reactants needed to synthesize it. The reactants are: [OH-].[Na+:2].[F:3][CH:4]([F:42])[O:5][C:6]1[CH:11]=[CH:10][CH:9]=[CH:8][C:7]=1[CH2:12][C:13]1[N:17]2[CH:18]=[C:19]([C:23]3[CH:24]=[N:25][C:26]([N:29]4[CH2:35][CH2:34][CH:33]5[C:31]([C:36]([O:38]CC)=[O:37])([CH2:32]5)[CH2:30]4)=[N:27][CH:28]=3)[C:20]([F:22])=[CH:21][C:16]2=[N:15][C:14]=1[CH3:41]. (2) Given the product [CH3:23][C:24]1([CH3:39])[C:28]2=[N:29][CH:30]=[C:31]([N:33]3[CH2:38][CH2:37][O:36][CH2:35][CH2:34]3)[CH:32]=[C:27]2[N:26]([C:2]2[C:11]3[C:6](=[CH:7][C:8]([F:13])=[CH:9][C:10]=3[F:12])[N:5]=[C:4]([C:14]([C:16]3[CH:21]=[CH:20][CH:19]=[CH:18][CH:17]=3)=[CH2:15])[C:3]=2[CH3:22])[CH2:25]1, predict the reactants needed to synthesize it. The reactants are: Cl[C:2]1[C:11]2[C:6](=[CH:7][C:8]([F:13])=[CH:9][C:10]=2[F:12])[N:5]=[C:4]([C:14]([C:16]2[CH:21]=[CH:20][CH:19]=[CH:18][CH:17]=2)=[CH2:15])[C:3]=1[CH3:22].[CH3:23][C:24]1([CH3:39])[C:28]2=[N:29][CH:30]=[C:31]([N:33]3[CH2:38][CH2:37][O:36][CH2:35][CH2:34]3)[CH:32]=[C:27]2[NH:26][CH2:25]1.C1(P(C2CCCCC2)C2C=CC=CC=2C2C(C(C)C)=CC(C(C)C)=CC=2C(C)C)CCCCC1.CC(C)([O-])C.[Na+]. (3) Given the product [Br:8][C:9]1[S:10][C:11]([C:15]2[N:19]([CH2:25][O:24][CH2:23][CH2:22][Si:21]([CH3:28])([CH3:27])[CH3:20])[CH:18]=[CH:17][N:16]=2)=[C:12]([Br:14])[N:13]=1, predict the reactants needed to synthesize it. The reactants are: [H-].[Na+].O1CCCC1.[Br:8][C:9]1[S:10][C:11]([C:15]2[NH:16][CH:17]=[CH:18][N:19]=2)=[C:12]([Br:14])[N:13]=1.[CH3:20][Si:21]([CH3:28])([CH3:27])[CH2:22][CH2:23][O:24][CH2:25]Cl. (4) Given the product [CH3:5][C:6]1([CH3:21])[C:15]2[C:10](=[CH:11][C:12]([N+:16]([O-:18])=[O:17])=[CH:13][CH:14]=2)[NH:8][C:7]1=[O:20], predict the reactants needed to synthesize it. The reactants are: [OH-].[Na+].BrBr.[CH3:5][C:6]1([CH3:21])[C:15]2[C:10](=[CH:11][C:12]([N+:16]([O-:18])=[O:17])=[CH:13][CH:14]=2)C(=O)[NH:8][C:7]1=[O:20].C(O)(=O)C.